From a dataset of Peptide-MHC class II binding affinity with 134,281 pairs from IEDB. Regression. Given a peptide amino acid sequence and an MHC pseudo amino acid sequence, predict their binding affinity value. This is MHC class II binding data. (1) The peptide sequence is SYRLRFSKRDARRER. The MHC is DRB1_0401 with pseudo-sequence DRB1_0401. The binding affinity (normalized) is 0.345. (2) The peptide sequence is MKTGRRGSANGKTLG. The MHC is HLA-DQA10201-DQB10402 with pseudo-sequence HLA-DQA10201-DQB10402. The binding affinity (normalized) is 0. (3) The peptide sequence is APEVKYTVFETALKK. The MHC is DRB5_0101 with pseudo-sequence DRB5_0101. The binding affinity (normalized) is 0.867. (4) The peptide sequence is HRPASVIKVLVAMAS. The binding affinity (normalized) is 0.416. The MHC is DRB1_0405 with pseudo-sequence DRB1_0405. (5) The peptide sequence is NSFKPFAEYKSDYVY. The MHC is DRB4_0101 with pseudo-sequence DRB4_0103. The binding affinity (normalized) is 0.425. (6) The peptide sequence is MIIPKSLAGPISQHN. The MHC is DRB5_0101 with pseudo-sequence DRB5_0101. The binding affinity (normalized) is 0.254. (7) The binding affinity (normalized) is 0.835. The peptide sequence is YDKFLANVSGVLTGK. The MHC is DRB1_0101 with pseudo-sequence DRB1_0101.